Task: Binary Classification. Given a T-cell receptor sequence (or CDR3 region) and an epitope sequence, predict whether binding occurs between them.. Dataset: TCR-epitope binding with 47,182 pairs between 192 epitopes and 23,139 TCRs (1) The epitope is TLIGDCATV. The TCR CDR3 sequence is CASSLGGYEQFF. Result: 0 (the TCR does not bind to the epitope). (2) The epitope is NLVPMVATV. The TCR CDR3 sequence is CASTPWVAGGGELFF. Result: 1 (the TCR binds to the epitope).